Dataset: Full USPTO retrosynthesis dataset with 1.9M reactions from patents (1976-2016). Task: Predict the reactants needed to synthesize the given product. Given the product [CH3:46][N:45]([CH3:47])[CH2:44][C:43]([NH:42][C:36]1[CH:37]=[CH:38][C:39]([O:40][CH3:41])=[C:34]([NH:33][C:3]2[N:16]=[C:7]([NH:8][C:9]3[CH:10]=[CH:11][CH:12]=[C:13]([F:18])[C:14]=3[C:15]([NH:50][CH3:49])=[O:17])[C:6]3[CH:19]=[CH:20][N:21]([S:22]([C:25]4[CH:26]=[CH:27][C:28]([CH3:31])=[CH:29][CH:30]=4)(=[O:24])=[O:23])[C:5]=3[N:4]=2)[CH:35]=1)=[O:48], predict the reactants needed to synthesize it. The reactants are: Cl.Cl[C:3]1[N:16]2[C:7](=[N:8][C:9]3[C:14]([C:15]2=[O:17])=[C:13]([F:18])[CH:12]=[CH:11][CH:10]=3)[C:6]2[CH:19]=[CH:20][N:21]([S:22]([C:25]3[CH:30]=[CH:29][C:28]([CH3:31])=[CH:27][CH:26]=3)(=[O:24])=[O:23])[C:5]=2[N:4]=1.Cl.[NH2:33][C:34]1[CH:35]=[C:36]([NH:42][C:43](=[O:48])[CH2:44][N:45]([CH3:47])[CH3:46])[CH:37]=[CH:38][C:39]=1[O:40][CH3:41].[CH3:49][NH2:50].